From a dataset of Forward reaction prediction with 1.9M reactions from USPTO patents (1976-2016). Predict the product of the given reaction. (1) Given the reactants COC(=O)[C@@H](N[C:19]([C:21]1[CH:22]=[C:23]([C:28]2[CH:33]=[CH:32][C:31](F)=C(Cl)C=2)[CH:24]=[CH:25][C:26]=1[OH:27])=[O:20])CC1C=CC(C2C=CC=CC=2)=CC=1.[CH3:37][O:38][C:39](=[O:50])[C@@H:40]([NH2:49])[CH2:41][C:42]1[CH:47]=[CH:46][C:45]([Br:48])=[CH:44][CH:43]=1, predict the reaction product. The product is: [CH3:37][O:38][C:39](=[O:50])[C@@:40]([NH2:49])([C:19]([C:21]1[C:26]([OH:27])=[CH:25][C:24]2[C:23](=[CH:28][CH:33]=[CH:32][CH:31]=2)[CH:22]=1)=[O:20])[CH2:41][C:42]1[CH:47]=[CH:46][C:45]([Br:48])=[CH:44][CH:43]=1. (2) Given the reactants [CH3:1][N:2]1[C:6]([CH2:7][O:8][C:9]2[CH:17]=[CH:16][C:12]([C:13]([OH:15])=O)=[CH:11][N:10]=2)=[C:5]([C:18]2[CH:23]=[CH:22][CH:21]=[CH:20][N:19]=2)[N:4]=[N:3]1.[CH:24]([NH2:27])([CH3:26])[CH3:25], predict the reaction product. The product is: [CH:24]([NH:27][C:13](=[O:15])[C:12]1[CH:16]=[CH:17][C:9]([O:8][CH2:7][C:6]2[N:2]([CH3:1])[N:3]=[N:4][C:5]=2[C:18]2[CH:23]=[CH:22][CH:21]=[CH:20][N:19]=2)=[N:10][CH:11]=1)([CH3:26])[CH3:25]. (3) Given the reactants [CH2:1]([NH2:6])[CH2:2][CH2:3][CH2:4][CH3:5].[NH2:7][C:8]1[N:13]=[C:12](Cl)[C:11]([CH2:15][C:16]2[CH:25]=[CH:24][C:19]([C:20]([O:22][CH3:23])=[O:21])=[CH:18][C:17]=2[F:26])=[C:10]([CH3:27])[N:9]=1, predict the reaction product. The product is: [NH2:7][C:8]1[N:9]=[C:10]([CH3:27])[C:11]([CH2:15][C:16]2[CH:25]=[CH:24][C:19]([C:20]([O:22][CH3:23])=[O:21])=[CH:18][C:17]=2[F:26])=[C:12]([NH:6][CH2:1][CH2:2][CH2:3][CH2:4][CH3:5])[N:13]=1. (4) Given the reactants [C:1]([C@H:5]1[CH2:10][CH2:9][C@H:8]([O:11][C:12]2[CH:13]=[C:14]3[C:19](=[CH:20][CH:21]=2)[CH:18]=[C:17]([CH2:22][NH:23][CH2:24][CH2:25][C:26]#[N:27])[CH:16]=[CH:15]3)[CH2:7][CH2:6]1)([CH3:4])([CH3:3])[CH3:2].C([O-])([O-])=[O:29].[K+].[K+].OO, predict the reaction product. The product is: [C:1]([C@H:5]1[CH2:10][CH2:9][C@H:8]([O:11][C:12]2[CH:13]=[C:14]3[C:19](=[CH:20][CH:21]=2)[CH:18]=[C:17]([CH2:22][NH:23][CH2:24][CH2:25][C:26]([NH2:27])=[O:29])[CH:16]=[CH:15]3)[CH2:7][CH2:6]1)([CH3:4])([CH3:2])[CH3:3]. (5) Given the reactants [CH3:1][O:2][C:3]1[N:8]=[C:7]([C:9]2[S:13][C:12]([CH:14]=O)=[CH:11][CH:10]=2)[CH:6]=[C:5]([NH:16][CH2:17][CH2:18][C:19]2[CH:24]=[CH:23][C:22]([O:25][CH3:26])=[CH:21][CH:20]=2)[N:4]=1.[NH:27]1[CH2:31][CH2:30][CH2:29][CH2:28]1.C(O[BH-](OC(=O)C)OC(=O)C)(=O)C.[Na+].C(O)(=O)C, predict the reaction product. The product is: [CH3:26][O:25][C:22]1[CH:21]=[CH:20][C:19]([CH2:18][CH2:17][NH:16][C:5]2[CH:6]=[C:7]([C:9]3[S:13][C:12]([CH2:14][N:27]4[CH2:31][CH2:30][CH2:29][CH2:28]4)=[CH:11][CH:10]=3)[N:8]=[C:3]([O:2][CH3:1])[N:4]=2)=[CH:24][CH:23]=1. (6) The product is: [CH2:1]([O:3][C:4](=[O:30])[C:5]([O:23][C:24]1[CH:25]=[CH:26][CH:27]=[CH:28][CH:29]=1)([CH3:22])[CH2:6][C:8]1[CH:13]=[CH:12][C:11]([O:14][CH2:15][C:16]2[CH:17]=[CH:18][CH:19]=[CH:20][CH:21]=2)=[CH:10][CH:9]=1)[CH3:2]. Given the reactants [CH2:1]([O:3][C:4](=[O:30])[C:5]([O:23][C:24]1[CH:29]=[CH:28][CH:27]=[CH:26][CH:25]=1)([CH3:22])[CH:6]([C:8]1[CH:13]=[CH:12][C:11]([O:14][CH2:15][C:16]2[CH:21]=[CH:20][CH:19]=[CH:18][CH:17]=2)=[CH:10][CH:9]=1)O)[CH3:2].B(F)(F)F.CCOCC.C([SiH](CC)CC)C.C([O-])([O-])=O.[Na+].[Na+], predict the reaction product. (7) Given the reactants [CH:1]1[C:13]2[CH:12]([CH2:14][O:15][C:16]([N:18]([CH3:26])[C@H:19]([C:23](O)=[O:24])[CH:20]([CH3:22])[CH3:21])=[O:17])[C:11]3[C:6](=[CH:7][CH:8]=[CH:9][CH:10]=3)[C:5]=2[CH:4]=[CH:3][CH:2]=1.[C:27]([O:31][C:32](=[O:51])[CH2:33][C@@H:34]([O:49][CH3:50])[C@@H:35]([N:40]([CH3:48])[C:41](=[O:47])[C@H:42]([CH:44]([CH3:46])[CH3:45])[NH2:43])[C@@H:36]([CH3:39])[CH2:37][CH3:38])([CH3:30])([CH3:29])[CH3:28].Cl.CN(C)CCCN=C=NCC.O.ON1C2C=CC=CC=2N=N1.[Cl-].[NH4+], predict the reaction product. The product is: [CH:10]1[C:11]2[CH:12]([CH2:14][O:15][C:16]([N:18]([CH3:26])[C@H:19]([C:23]([NH:43][C@H:42]([C:41]([N:40]([C@@H:35]([C@@H:36]([CH3:39])[CH2:37][CH3:38])[C@H:34]([O:49][CH3:50])[CH2:33][C:32]([O:31][C:27]([CH3:29])([CH3:30])[CH3:28])=[O:51])[CH3:48])=[O:47])[CH:44]([CH3:45])[CH3:46])=[O:24])[CH:20]([CH3:21])[CH3:22])=[O:17])[C:13]3[C:5](=[CH:4][CH:3]=[CH:2][CH:1]=3)[C:6]=2[CH:7]=[CH:8][CH:9]=1. (8) Given the reactants [CH2:1]([O:3][C:4](=[O:21])[C:5]1[CH:10]=[CH:9][N:8]=[C:7]([C:11]2[CH:12]=[C:13]3[C:17](=[C:18](Br)[CH:19]=2)[NH:16][CH:15]=[CH:14]3)[CH:6]=1)[CH3:2].O.[CH3:23][N:24]1CCCC1=O, predict the reaction product. The product is: [CH2:1]([O:3][C:4](=[O:21])[C:5]1[CH:10]=[CH:9][N:8]=[C:7]([C:11]2[CH:12]=[C:13]3[C:17](=[C:18]([C:23]#[N:24])[CH:19]=2)[NH:16][CH:15]=[CH:14]3)[CH:6]=1)[CH3:2]. (9) Given the reactants Br[C:2]1[CH:46]=[CH:45][C:5]([O:6][CH2:7][CH2:8][C@H:9]2[N:14]([C:15]([C:17]3[N:18]=[CH:19][N:20]([C@@H:28]4[CH2:33][CH2:32][CH2:31][CH2:30][C@@:29]4([OH:37])[CH2:34][O:35][CH3:36])[C:21]=3[C:22]3[CH:27]=[CH:26][CH:25]=[CH:24][CH:23]=3)=[O:16])[CH2:13][CH2:12][N:11]([C:38]([O:40][C:41]([CH3:44])([CH3:43])[CH3:42])=[O:39])[CH2:10]2)=[C:4]([F:47])[CH:3]=1.C(=O)([O-])[O-].[K+].[K+].[NH:54]1[CH:58]=[CH:57][CH:56]=[N:55]1.O, predict the reaction product. The product is: [F:47][C:4]1[CH:3]=[C:2]([N:54]2[CH:58]=[CH:57][CH:56]=[N:55]2)[CH:46]=[CH:45][C:5]=1[O:6][CH2:7][CH2:8][C@H:9]1[N:14]([C:15]([C:17]2[N:18]=[CH:19][N:20]([C@@H:28]3[CH2:33][CH2:32][CH2:31][CH2:30][C@@:29]3([OH:37])[CH2:34][O:35][CH3:36])[C:21]=2[C:22]2[CH:27]=[CH:26][CH:25]=[CH:24][CH:23]=2)=[O:16])[CH2:13][CH2:12][N:11]([C:38]([O:40][C:41]([CH3:44])([CH3:43])[CH3:42])=[O:39])[CH2:10]1. (10) Given the reactants Cl[C:2]1[C:3]2[CH:20]=[CH:19][N:18]([CH2:21][C:22]([N:24]([CH3:26])[CH3:25])=[O:23])[C:4]=2[N:5]=[C:6]([S:8]([C:11]2[CH:16]=[CH:15][C:14]([F:17])=[CH:13][CH:12]=2)(=[O:10])=[O:9])[N:7]=1.[NH2:27][C:28]1[CH:32]=[CH:31][NH:30][N:29]=1.[I-].[Na+].CCN(C(C)C)C(C)C, predict the reaction product. The product is: [NH:30]1[CH:31]=[CH:32][C:28]([NH:27][C:2]2[C:3]3[CH:20]=[CH:19][N:18]([CH2:21][C:22]([N:24]([CH3:26])[CH3:25])=[O:23])[C:4]=3[N:5]=[C:6]([S:8]([C:11]3[CH:16]=[CH:15][C:14]([F:17])=[CH:13][CH:12]=3)(=[O:10])=[O:9])[N:7]=2)=[N:29]1.